Dataset: Catalyst prediction with 721,799 reactions and 888 catalyst types from USPTO. Task: Predict which catalyst facilitates the given reaction. (1) Reactant: [CH:1]1([C:6]2[N:7]=[C:8](O)[C:9]3[S:15](=[O:17])(=[O:16])[CH2:14][CH2:13][CH2:12][C:10]=3[N:11]=2)[CH2:5][CH2:4][CH2:3][CH2:2]1.P(Cl)(Cl)[Cl:20]. Product: [Cl:20][C:8]1[C:9]2[S:15](=[O:17])(=[O:16])[CH2:14][CH2:13][CH2:12][C:10]=2[N:11]=[C:6]([CH:1]2[CH2:5][CH2:4][CH2:3][CH2:2]2)[N:7]=1. The catalyst class is: 68. (2) Reactant: FC(F)(F)S(O[C:7]([CH:9]([CH3:11])[CH3:10])=[CH2:8])(=O)=O.[O-]C1C=CC=CC=1.[Na+].[B:31]1([B:31]2[O:35][C:34]([CH3:37])([CH3:36])[C:33]([CH3:39])([CH3:38])[O:32]2)[O:35][C:34]([CH3:37])([CH3:36])[C:33]([CH3:39])([CH3:38])[O:32]1.C1(P(C2C=CC=CC=2)C2C=CC=CC=2)C=CC=CC=1. Product: [CH3:37][C:34]1([CH3:36])[C:33]([CH3:38])([CH3:39])[O:32][B:31]([C:7]([CH:9]([CH3:11])[CH3:10])=[CH2:8])[O:35]1. The catalyst class is: 747. (3) Reactant: [O:1]1[CH2:5][CH:4]=[CH:3][CH:2]1[C:6]1[C:14]2[C:13]([C:15]3[CH:20]=[CH:19][CH:18]=[C:17]([N+:21]([O-])=O)[CH:16]=3)=[N:12][CH:11]=[N:10][C:9]=2[N:8]([CH2:24][O:25][CH2:26][CH2:27][Si:28]([CH3:31])([CH3:30])[CH3:29])[CH:7]=1. Product: [O:1]1[CH2:5][CH2:4][CH2:3][CH:2]1[C:6]1[C:14]2[C:13]([C:15]3[CH:16]=[C:17]([CH:18]=[CH:19][CH:20]=3)[NH2:21])=[N:12][CH:11]=[N:10][C:9]=2[N:8]([CH2:24][O:25][CH2:26][CH2:27][Si:28]([CH3:31])([CH3:30])[CH3:29])[CH:7]=1. The catalyst class is: 19.